Dataset: NCI-60 drug combinations with 297,098 pairs across 59 cell lines. Task: Regression. Given two drug SMILES strings and cell line genomic features, predict the synergy score measuring deviation from expected non-interaction effect. (1) Drug 1: COC1=C(C=C2C(=C1)N=CN=C2NC3=CC(=C(C=C3)F)Cl)OCCCN4CCOCC4. Drug 2: C1=CC=C(C(=C1)C(C2=CC=C(C=C2)Cl)C(Cl)Cl)Cl. Cell line: A498. Synergy scores: CSS=27.7, Synergy_ZIP=-0.531, Synergy_Bliss=-0.787, Synergy_Loewe=-9.19, Synergy_HSA=0.425. (2) Drug 1: C1=CC(=CC=C1CCC2=CNC3=C2C(=O)NC(=N3)N)C(=O)NC(CCC(=O)O)C(=O)O. Drug 2: CC(C)CN1C=NC2=C1C3=CC=CC=C3N=C2N. Cell line: SNB-75. Synergy scores: CSS=24.8, Synergy_ZIP=1.86, Synergy_Bliss=2.49, Synergy_Loewe=-5.48, Synergy_HSA=1.75. (3) Drug 1: CN(CCCl)CCCl.Cl. Drug 2: C1CN(CCN1C(=O)CCBr)C(=O)CCBr. Cell line: SNB-75. Synergy scores: CSS=17.7, Synergy_ZIP=-9.07, Synergy_Bliss=-6.45, Synergy_Loewe=-2.18, Synergy_HSA=-1.61. (4) Cell line: OVCAR-8. Drug 2: CC1=C(C=C(C=C1)C(=O)NC2=CC(=CC(=C2)C(F)(F)F)N3C=C(N=C3)C)NC4=NC=CC(=N4)C5=CN=CC=C5. Synergy scores: CSS=26.6, Synergy_ZIP=-2.59, Synergy_Bliss=6.31, Synergy_Loewe=1.11, Synergy_HSA=3.00. Drug 1: CC1C(C(CC(O1)OC2CC(CC3=C2C(=C4C(=C3O)C(=O)C5=C(C4=O)C(=CC=C5)OC)O)(C(=O)C)O)N)O.Cl. (5) Drug 1: CNC(=O)C1=CC=CC=C1SC2=CC3=C(C=C2)C(=NN3)C=CC4=CC=CC=N4. Drug 2: C1=NC2=C(N=C(N=C2N1C3C(C(C(O3)CO)O)F)Cl)N. Cell line: SF-268. Synergy scores: CSS=21.4, Synergy_ZIP=-2.29, Synergy_Bliss=2.41, Synergy_Loewe=-8.22, Synergy_HSA=1.41.